Dataset: Catalyst prediction with 721,799 reactions and 888 catalyst types from USPTO. Task: Predict which catalyst facilitates the given reaction. (1) Reactant: [CH3:1][C:2]([C:5]1[CH:10]=[CH:9][C:8]([CH2:11][N:12]2[C:17](=[O:18])[C:16]([C:19]([NH:21][CH2:22][C:23]([O:25]CC)=[O:24])=[O:20])=[C:15]([OH:28])[N:14]=[C:13]2[NH:29][C:30]2[CH:35]=[CH:34][CH:33]=[CH:32][CH:31]=2)=[CH:7][CH:6]=1)([CH3:4])[CH3:3].N(CC(OCC)=O)=C=O.CC(C1C=CC(CN2C(=O)CC(=O)N=C2NC2C=CC=CC=2)=CC=1)(C)C.C(N(C(C)C)CC)(C)C. Product: [CH3:4][C:2]([C:5]1[CH:6]=[CH:7][C:8]([CH2:11][N:12]2[C:17](=[O:18])[C:16]([C:19]([NH:21][CH2:22][C:23]([OH:25])=[O:24])=[O:20])=[C:15]([OH:28])[N:14]=[C:13]2[NH:29][C:30]2[CH:35]=[CH:34][CH:33]=[CH:32][CH:31]=2)=[CH:9][CH:10]=1)([CH3:1])[CH3:3]. The catalyst class is: 22. (2) Reactant: [Cl:1][C:2]1[CH:7]=[CH:6][C:5]([C:8]2[C:14]3[CH:15]=[C:16]([O:19][CH3:20])[CH:17]=[CH:18][C:13]=3[N:12]3[C:21]([CH3:24])=[N:22][N:23]=[C:11]3[C@H:10]([CH2:25][C:26]([OH:28])=[O:27])[N:9]=2)=[CH:4][CH:3]=1.[C:29](Cl)(=O)[C:30](Cl)=O.C(O)C. Product: [Cl:1][C:2]1[CH:7]=[CH:6][C:5]([C:8]2[C:14]3[CH:15]=[C:16]([O:19][CH3:20])[CH:17]=[CH:18][C:13]=3[N:12]3[C:21]([CH3:24])=[N:22][N:23]=[C:11]3[C@H:10]([CH2:25][C:26]([O:28][CH2:29][CH3:30])=[O:27])[N:9]=2)=[CH:4][CH:3]=1. The catalyst class is: 1. (3) Reactant: [C:1]([O:4][C@@H:5]1[C@@H:10]([O:11][C:12](=[O:14])[CH3:13])[C@H:9]([O:15][C:16](=[O:18])[CH3:17])[C@@H:8]([CH2:19][O:20][C:21](=[O:23])[CH3:22])[O:7][C@H:6]1[O:24][C:25]1[C:29]([CH2:30][C:31]2[CH:36]=[CH:35][C:34]([O:37][CH2:38][CH2:39][CH2:40][OH:41])=[CH:33][CH:32]=2)=[C:28]([CH:42]([CH3:44])[CH3:43])[NH:27][N:26]=1)(=[O:3])[CH3:2].C(N(CC)CC)C.[CH3:52][S:53](Cl)(=[O:55])=[O:54].Cl. Product: [C:1]([O:4][C@@H:5]1[C@@H:10]([O:11][C:12](=[O:14])[CH3:13])[C@H:9]([O:15][C:16](=[O:18])[CH3:17])[C@@H:8]([CH2:19][O:20][C:21](=[O:23])[CH3:22])[O:7][C@H:6]1[O:24][C:25]1[C:29]([CH2:30][C:31]2[CH:36]=[CH:35][C:34]([O:37][CH2:38][CH2:39][CH2:40][O:41][S:53]([CH3:52])(=[O:55])=[O:54])=[CH:33][CH:32]=2)=[C:28]([CH:42]([CH3:44])[CH3:43])[NH:27][N:26]=1)(=[O:3])[CH3:2]. The catalyst class is: 4. (4) Reactant: C(C1NC=CN=1)([O:3][C:4]([CH3:7])([CH3:6])[CH3:5])=O.[CH2:13]([O:15][C:16]([C:18]1[N:19]([CH3:40])[CH:20]=[C:21]([NH:23][C:24]([C:26]2[N:27]([CH3:39])[CH:28]=[C:29]([NH:31][C:32]([O:34]C(C)(C)C)=O)[N:30]=2)=[O:25])[N:22]=1)=[O:17])[CH3:14].Cl.N1C=CC=C1.CCN=[C:50]=[N:51][CH2:52][CH2:53][CH2:54][N:55]([CH3:57])[CH3:56].[O:58]1CCOCC1. Product: [CH2:13]([O:15][C:16]([C:18]1[N:19]([CH3:40])[CH:20]=[C:21]([NH:23][C:24]([C:26]2[N:27]([CH3:39])[CH:28]=[C:29]([NH:31][C:32]([C:54]3[N:55]([CH3:56])[CH:57]=[C:52]([NH:51][C:50]([O:3][C:4]([CH3:7])([CH3:6])[CH3:5])=[O:58])[CH:53]=3)=[O:34])[N:30]=2)=[O:25])[N:22]=1)=[O:17])[CH3:14]. The catalyst class is: 239.